Task: Predict the product of the given reaction.. Dataset: Forward reaction prediction with 1.9M reactions from USPTO patents (1976-2016) (1) Given the reactants [Br:1][C:2]1[CH:3]=[C:4]([CH:9]=[CH:10][C:11]=1[C:12]#[N:13])[C:5]([O:7]C)=[O:6].[OH-].[Na+], predict the reaction product. The product is: [Br:1][C:2]1[CH:3]=[C:4]([CH:9]=[CH:10][C:11]=1[C:12]#[N:13])[C:5]([OH:7])=[O:6]. (2) Given the reactants C(OC(=O)[NH:7][C@H:8]([CH:26]1[CH2:31][CH2:30][CH2:29][CH2:28][CH2:27]1)[CH2:9][CH2:10][C:11](=[O:25])[N:12]([CH:19]1[CH2:24][CH2:23][CH2:22][CH2:21][CH2:20]1)[CH2:13][C:14]1[NH:15][CH:16]=[CH:17][N:18]=1)(C)(C)C.FC(F)(F)C(O)=O, predict the reaction product. The product is: [NH2:7][C@H:8]([CH:26]1[CH2:31][CH2:30][CH2:29][CH2:28][CH2:27]1)[CH2:9][CH2:10][C:11]([N:12]([CH:19]1[CH2:20][CH2:21][CH2:22][CH2:23][CH2:24]1)[CH2:13][C:14]1[NH:18][CH:17]=[CH:16][N:15]=1)=[O:25]. (3) Given the reactants [C:1]([NH:4][CH2:5][C:6]1[CH:11]=[CH:10][C:9]([S:12](Cl)(=[O:14])=[O:13])=[CH:8][CH:7]=1)(=[O:3])[CH3:2].[CH3:16][O:17][C:18]1[CH:24]=[CH:23][C:22]([O:25][CH3:26])=[CH:21][C:19]=1[NH2:20].N1C=CC=CC=1, predict the reaction product. The product is: [CH3:16][O:17][C:18]1[CH:24]=[CH:23][C:22]([O:25][CH3:26])=[CH:21][C:19]=1[NH:20][S:12]([C:9]1[CH:10]=[CH:11][C:6]([CH2:5][NH:4][C:1](=[O:3])[CH3:2])=[CH:7][CH:8]=1)(=[O:14])=[O:13]. (4) The product is: [ClH:34].[NH2:23][CH:20]1[CH2:21][CH2:22][N:18]([C:16]2[N:17]=[C:12]([NH:11][C:5]3[CH:6]=[CH:7][C:8]([O:9][CH3:10])=[C:3]([O:2][CH3:1])[CH:4]=3)[C:13]3[N:33]=[CH:32][S:31][C:14]=3[N:15]=2)[CH2:19]1. Given the reactants [CH3:1][O:2][C:3]1[CH:4]=[C:5]([NH:11][C:12]2[C:13]3[N:33]=[CH:32][S:31][C:14]=3[N:15]=[C:16]([N:18]3[CH2:22][CH2:21][CH:20]([NH:23]C(=O)OC(C)(C)C)[CH2:19]3)[N:17]=2)[CH:6]=[CH:7][C:8]=1[O:9][CH3:10].[ClH:34], predict the reaction product. (5) Given the reactants [N:1]1[CH:6]=[CH:5][C:4](B(O)O)=[CH:3][CH:2]=1.Br[C:11]1[CH:16]=[CH:15][CH:14]=[CH:13][C:12]=1[O:17][CH3:18].O, predict the reaction product. The product is: [CH3:18][O:17][C:12]1[CH:13]=[CH:14][CH:15]=[CH:16][C:11]=1[C:4]1[CH:5]=[CH:6][N:1]=[CH:2][CH:3]=1.